Predict which catalyst facilitates the given reaction. From a dataset of Catalyst prediction with 721,799 reactions and 888 catalyst types from USPTO. Reactant: [CH2:1]([C:3]1[C:11]2[N:10]3[C:12]([CH3:15])=[N:13][CH:14]=[C:9]3[CH:8]=[N:7][C:6]=2[N:5]([CH2:16][O:17][CH2:18][CH2:19][Si:20]([CH3:23])([CH3:22])[CH3:21])[C:4]=1[C:24]1[CH:29]=[CH:28][C:27]([C:30](=[O:32])[CH3:31])=[CH:26][CH:25]=1)[CH3:2].[CH3:33][Mg]Cl.[NH4+].[Cl-]. Product: [CH2:1]([C:3]1[C:11]2[N:10]3[C:12]([CH3:15])=[N:13][CH:14]=[C:9]3[CH:8]=[N:7][C:6]=2[N:5]([CH2:16][O:17][CH2:18][CH2:19][Si:20]([CH3:23])([CH3:22])[CH3:21])[C:4]=1[C:24]1[CH:25]=[CH:26][C:27]([C:30]([OH:32])([CH3:33])[CH3:31])=[CH:28][CH:29]=1)[CH3:2]. The catalyst class is: 249.